Dataset: Full USPTO retrosynthesis dataset with 1.9M reactions from patents (1976-2016). Task: Predict the reactants needed to synthesize the given product. (1) Given the product [Cl:11][C:12]1[CH:17]=[CH:16][C:15]([C:2]2[C:7]([N+:8]([O-:10])=[O:9])=[CH:6][CH:5]=[CH:4][N:3]=2)=[CH:14][C:13]=1[C:21]([O:23][CH3:24])=[O:22], predict the reactants needed to synthesize it. The reactants are: Br[C:2]1[C:7]([N+:8]([O-:10])=[O:9])=[CH:6][CH:5]=[CH:4][N:3]=1.[Cl:11][C:12]1[CH:17]=[CH:16][C:15](B(O)O)=[CH:14][C:13]=1[C:21]([O:23][CH3:24])=[O:22].C(=O)([O-])[O-].[Na+].[Na+].C(O)C. (2) Given the product [C:27]1([N:18]2[C:17]3[CH:16]=[CH:15][C:14]([C:12]4[CH:11]=[CH:10][C:8]5[O:79][C:5]6[CH:4]=[CH:3][C:2]([C:42]7[CH:47]=[C:46]([C:48]8[O:49][C:50]9[CH:56]=[CH:55][CH:54]=[CH:53][C:51]=9[N:52]=8)[CH:45]=[C:44]([C:57]8[O:58][C:59]9[CH:65]=[CH:64][CH:63]=[CH:62][C:60]=9[N:61]=8)[CH:43]=7)=[CH:33][C:6]=6[C:7]=5[CH:13]=4)=[CH:26][C:25]=3[C:24]3[C:19]2=[CH:20][CH:21]=[CH:22][CH:23]=3)[CH:32]=[CH:31][CH:30]=[CH:29][CH:28]=1, predict the reactants needed to synthesize it. The reactants are: Br[C:2]1[CH:3]=[CH:4][C:5]2O[C:8]3[CH:10]=[CH:11][C:12]([C:14]4[CH:15]=[CH:16][C:17]5[N:18]([C:27]6[CH:32]=[CH:31][CH:30]=[CH:29][CH:28]=6)[C:19]6[C:24]([C:25]=5[CH:26]=4)=[CH:23][CH:22]=[CH:21][CH:20]=6)=[CH:13][C:7]=3[C:6]=2[CH:33]=1.CC1(C)C(C)(C)OB([C:42]2[CH:43]=[C:44]([C:57]3[O:58][C:59]4[CH:65]=[CH:64][CH:63]=[CH:62][C:60]=4[N:61]=3)[CH:45]=[C:46]([C:48]3[O:49][C:50]4[CH:56]=[CH:55][CH:54]=[CH:53][C:51]=4[N:52]=3)[CH:47]=2)O1.C(=O)([O-])[O-].[K+].[K+].O1CCOCC1.[OH2:79]. (3) Given the product [CH3:20][O:19][N:10]([CH2:11][C:12]1[CH:13]=[CH:14][C:15]([CH3:18])=[CH:16][CH:17]=1)[C:8]([C:7]1[CH2:23][N:25]([CH2:26][CH2:27][N:28]2[CH2:33][CH2:32][O:31][CH2:30][CH2:29]2)[C:4](=[O:21])[C:5]=1[OH:6])=[O:9], predict the reactants needed to synthesize it. The reactants are: CC1(C)[O:6][C:5](=[CH:7][C:8]([N:10]([O:19][CH3:20])[CH2:11][C:12]2[CH:17]=[CH:16][C:15]([CH3:18])=[CH:14][CH:13]=2)=[O:9])[C:4](=[O:21])O1.[CH2:23]=O.[NH2:25][CH2:26][CH2:27][N:28]1[CH2:33][CH2:32][O:31][CH2:30][CH2:29]1. (4) The reactants are: Br[CH2:2][C:3]([C:5]1[CH:10]=[CH:9][C:8]([O:11][C:12]([F:15])([F:14])[F:13])=[CH:7][CH:6]=1)=O.[C:16]([NH2:19])(=[S:18])[CH3:17]. Given the product [CH3:17][C:16]1[S:18][CH:2]=[C:3]([C:5]2[CH:10]=[CH:9][C:8]([O:11][C:12]([F:15])([F:14])[F:13])=[CH:7][CH:6]=2)[N:19]=1, predict the reactants needed to synthesize it.